This data is from Full USPTO retrosynthesis dataset with 1.9M reactions from patents (1976-2016). The task is: Predict the reactants needed to synthesize the given product. Given the product [Cl:35][C:36]1[C:42]([O:43][CH3:44])=[CH:41][C:40]([O:45][CH3:46])=[C:39]([F:47])[C:37]=1[NH:38][CH2:22][C:21]1[C:16]([Cl:15])=[C:17]2[CH:26]=[CH:25][N:24]([CH2:27][O:28][CH2:29][CH2:30][Si:31]([CH3:34])([CH3:33])[CH3:32])[C:18]2=[N:19][CH:20]=1, predict the reactants needed to synthesize it. The reactants are: C(O[BH-](OC(=O)C)OC(=O)C)(=O)C.[Na+].[Cl:15][C:16]1[C:21]([CH:22]=O)=[CH:20][N:19]=[C:18]2[N:24]([CH2:27][O:28][CH2:29][CH2:30][Si:31]([CH3:34])([CH3:33])[CH3:32])[CH:25]=[CH:26][C:17]=12.[Cl:35][C:36]1[C:42]([O:43][CH3:44])=[CH:41][C:40]([O:45][CH3:46])=[C:39]([F:47])[C:37]=1[NH2:38].C([O-])(O)=O.[Na+].